Dataset: Forward reaction prediction with 1.9M reactions from USPTO patents (1976-2016). Task: Predict the product of the given reaction. (1) Given the reactants [CH3:1][N:2]=[C:3]=[O:4].[NH2:5][C:6]1[C:15]2[N:16]=[C:17]([CH2:24][O:25]N)[N:18]([CH2:19][C:20]([CH3:23])([OH:22])[CH3:21])[C:14]=2[C:13]2[CH:12]=[CH:11][CH:10]=[CH:9][C:8]=2[N:7]=1.C(#[N:29])C, predict the reaction product. The product is: [NH2:5][C:6]1[C:15]2[N:16]=[C:17]([CH2:24][O:25][N:2]([CH3:1])[C:3]([NH2:29])=[O:4])[N:18]([CH2:19][C:20]([OH:22])([CH3:23])[CH3:21])[C:14]=2[C:13]2[CH:12]=[CH:11][CH:10]=[CH:9][C:8]=2[N:7]=1. (2) Given the reactants [OH:1][C:2]1[C:9]([C:10]2[CH:15]=[CH:14][N:13]=[CH:12][CH:11]=2)=[CH:8][CH:7]=[CH:6][C:3]=1[CH:4]=[O:5].[CH2:16](O)[CH2:17][CH2:18][OH:19], predict the reaction product. The product is: [O:5]1[CH2:16][CH2:17][CH2:18][O:19][CH:4]1[C:3]1[CH:6]=[CH:7][CH:8]=[C:9]([C:10]2[CH:15]=[CH:14][N:13]=[CH:12][CH:11]=2)[C:2]=1[OH:1]. (3) Given the reactants [CH3:1][O:2][C:3](=[O:19])[CH2:4][O:5][C:6]1[CH:11]=[C:10]([CH:12]([CH3:14])[CH3:13])[C:9]([S:15]C#N)=[CH:8][C:7]=1[CH3:18].SC[C@H]([C@@H](CS)O)O.OP([O-])(O)=O.[K+], predict the reaction product. The product is: [CH3:1][O:2][C:3](=[O:19])[CH2:4][O:5][C:6]1[CH:11]=[C:10]([CH:12]([CH3:13])[CH3:14])[C:9]([SH:15])=[CH:8][C:7]=1[CH3:18]. (4) Given the reactants C1C=C[N:4]=C(NS(C2C=CC(N=NC3C=CC(O)=C(C(O)=O)C=3)=CC=2)(=O)=O)C=1.C1N(CCO)CC[N:31]([CH2:38][CH2:39]S(O)(=O)=O)C1.[Na+].[Cl-].[Cl-].[K+].[Cl-].[Cl-].[Ca+2].O=[CH:52][C@@H:53]([C@H:55]([C@@H:57]([C@@H:59](CO)O)O)O)O, predict the reaction product. The product is: [C:38]([NH2:31])(=[NH:4])[C:39]1[CH:59]=[CH:57][CH:55]=[CH:53][CH:52]=1. (5) Given the reactants [CH3:1][O:2][C:3]1[N:8]2[C:9]([C:12]3[CH:13]=[C:14]([C:17]([O:19]C)=[O:18])[S:15][CH:16]=3)=[CH:10][N:11]=[C:7]2[CH:6]=[C:5]([C:21]2[CH:26]=[CH:25][CH:24]=[CH:23][CH:22]=2)[CH:4]=1.[OH-].[Na+].Cl, predict the reaction product. The product is: [CH3:1][O:2][C:3]1[N:8]2[C:9]([C:12]3[CH:13]=[C:14]([C:17]([OH:19])=[O:18])[S:15][CH:16]=3)=[CH:10][N:11]=[C:7]2[CH:6]=[C:5]([C:21]2[CH:26]=[CH:25][CH:24]=[CH:23][CH:22]=2)[CH:4]=1. (6) Given the reactants C1(COC2C(OC)=CC=CC=2/C=C/C2N=C3N(C=2C(O)=O)C=CS3)CC1.[CH3:27][C:28]([CH3:42])([CH3:41])[CH2:29][O:30][C:31]1[C:38]([O:39][CH3:40])=[CH:37][CH:36]=[CH:35][C:32]=1[CH:33]=O.[Br-].[CH2:44]([O:46][C:47]([C:49]1[N:56]2[C:52]([S:53][CH:54]=[CH:55]2)=[N:51][C:50]=1[CH2:57][P+](C1C=CC=CC=1)(C1C=CC=CC=1)C1C=CC=CC=1)=[O:48])[CH3:45].[H-].[Na+], predict the reaction product. The product is: [CH3:27][C:28]([CH3:42])([CH3:41])[CH2:29][O:30][C:31]1[C:38]([O:39][CH3:40])=[CH:37][CH:36]=[CH:35][C:32]=1/[CH:33]=[CH:57]/[C:50]1[N:51]=[C:52]2[N:56]([C:49]=1[C:47]([O:46][CH2:44][CH3:45])=[O:48])[CH:55]=[CH:54][S:53]2. (7) Given the reactants C(OC([N:8]1[CH2:13][CH2:12][CH:11]([C:14]2[CH:19]=[CH:18][CH:17]=[C:16]([C:20](=[O:33])[N:21]([CH3:32])[CH:22]3[C:31]4[C:26](=[CH:27][CH:28]=[CH:29][CH:30]=4)[CH2:25][CH2:24][CH2:23]3)[N:15]=2)[CH2:10][CH2:9]1)=O)(C)(C)C.[ClH:34].O1CCOCC1, predict the reaction product. The product is: [ClH:34].[CH3:32][N:21]([CH:22]1[C:31]2[C:26](=[CH:27][CH:28]=[CH:29][CH:30]=2)[CH2:25][CH2:24][CH2:23]1)[C:20]([C:16]1[N:15]=[C:14]([CH:11]2[CH2:10][CH2:9][NH:8][CH2:13][CH2:12]2)[CH:19]=[CH:18][CH:17]=1)=[O:33]. (8) Given the reactants C(OC([N:8]1[CH2:13][CH2:12][N:11]([C:14]2[S:15][C:16]([C:19]([F:22])([F:21])[F:20])=[CH:17][N:18]=2)[CH2:10][CH2:9]1)=O)(C)(C)C.[ClH:23], predict the reaction product. The product is: [ClH:23].[F:21][C:19]([F:20])([F:22])[C:16]1[S:15][C:14]([N:11]2[CH2:12][CH2:13][NH:8][CH2:9][CH2:10]2)=[N:18][CH:17]=1.